This data is from Full USPTO retrosynthesis dataset with 1.9M reactions from patents (1976-2016). The task is: Predict the reactants needed to synthesize the given product. Given the product [CH3:1][C:2]1[CH:7]=[C:6]([N+:13]([O-:15])=[O:14])[CH:5]=[C:4]([C:8]([F:9])([F:11])[F:10])[N+:3]=1[O-:12], predict the reactants needed to synthesize it. The reactants are: [CH3:1][C:2]1[CH:7]=[CH:6][CH:5]=[C:4]([C:8]([F:11])([F:10])[F:9])[N+:3]=1[O-:12].[N+:13]([O-])([OH:15])=[O:14].